Dataset: Full USPTO retrosynthesis dataset with 1.9M reactions from patents (1976-2016). Task: Predict the reactants needed to synthesize the given product. (1) Given the product [Cl:8][C:6]1[CH:7]=[C:2]([C:15]2[CH:16]=[N:17][C:12]([C:11]([F:22])([F:21])[F:10])=[CH:13][CH:14]=2)[N:3]=[C:4]([CH3:9])[N:5]=1, predict the reactants needed to synthesize it. The reactants are: Cl[C:2]1[CH:7]=[C:6]([Cl:8])[N:5]=[C:4]([CH3:9])[N:3]=1.[F:10][C:11]([F:22])([F:21])[C:12]1[N:17]=[CH:16][C:15](B(O)O)=[CH:14][CH:13]=1.C(=O)([O-])[O-].[K+].[K+].O1CCOCC1. (2) Given the product [O:1]1[CH2:5][CH2:4][CH:3]([C:6]([NH:9][C@H:10]([C:12]([N:14]2[C:20](=[O:21])[CH:19]([CH3:22])[C:18]3[CH:23]=[CH:24][CH:25]=[CH:26][C:17]=3[C:16]3[C:27]([NH2:31])=[CH:28][CH:29]=[CH:30][C:15]2=3)=[O:13])[CH3:11])=[O:8])[CH2:2]1, predict the reactants needed to synthesize it. The reactants are: [O:1]1[CH2:5][CH2:4][CH:3]([C:6]([OH:8])=O)[CH2:2]1.[NH2:9][C@H:10]([C:12]([N:14]1[C:20](=[O:21])[CH:19]([CH3:22])[C:18]2[CH:23]=[CH:24][CH:25]=[CH:26][C:17]=2[C:16]2[C:27]([NH2:31])=[CH:28][CH:29]=[CH:30][C:15]1=2)=[O:13])[CH3:11].